Predict the reactants needed to synthesize the given product. From a dataset of Full USPTO retrosynthesis dataset with 1.9M reactions from patents (1976-2016). (1) Given the product [CH2:22]([NH:19][C:20]([N:16]1[CH2:17][CH2:18][N:13]([C:3]2[C:2]([Cl:1])=[CH:12][C:6]([C:7]([O:9][CH2:10][CH3:11])=[O:8])=[CH:5][N:4]=2)[CH2:14][CH2:15]1)=[O:21])[C:23]1[CH:28]=[CH:27][CH:26]=[CH:25][CH:24]=1, predict the reactants needed to synthesize it. The reactants are: [Cl:1][C:2]1[C:3]([N:13]2[CH2:18][CH2:17][NH:16][CH2:15][CH2:14]2)=[N:4][CH:5]=[C:6]([CH:12]=1)[C:7]([O:9][CH2:10][CH3:11])=[O:8].[N:19]([CH2:22][C:23]1[CH:28]=[CH:27][CH:26]=[CH:25][CH:24]=1)=[C:20]=[O:21]. (2) Given the product [OH:3][CH2:4][C@@H:5]1[CH2:10][C@H:9]2[C@H:8]([CH2:11]2)[C:7](=[O:12])[NH:6]1, predict the reactants needed to synthesize it. The reactants are: CC1(C)[N:6]2[C:7](=[O:12])[C@H:8]3[CH2:11][C@H:9]3[CH2:10][C@H:5]2[CH2:4][O:3]1.O. (3) The reactants are: O.[NH2:2][NH2:3].[CH3:4][O:5][C:6]1[CH:15]=[CH:14][C:9]2[C:10](=[O:13])[CH2:11][O:12][C:8]=2[C:7]=1[CH2:16][CH:17]([C:21](=O)[CH3:22])[C:18](=O)[CH3:19].C(=O)([O-])O.[Na+]. Given the product [CH3:22][C:21]1[C:17]([CH2:16][C:7]2[C:8]3[O:12][CH2:11][C:10](=[O:13])[C:9]=3[CH:14]=[CH:15][C:6]=2[O:5][CH3:4])=[C:18]([CH3:19])[NH:3][N:2]=1, predict the reactants needed to synthesize it. (4) Given the product [CH:19]1[C:13]2[CH2:12][CH:11]3[CH:15]([C:14]=2[S:17][CH:18]=1)[CH2:16][NH:8][CH2:9][CH2:10]3, predict the reactants needed to synthesize it. The reactants are: C([N:8]1[CH2:16][CH:15]2[CH:11]([CH2:12][C:13]3[CH:19]=[CH:18][S:17][C:14]=32)[CH2:10][CH2:9]1)C1C=CC=CC=1.C([O-])([O-])=O.[K+].[K+].CC(Cl)OC(Cl)=O. (5) Given the product [Cl:27][C:24]1[CH:25]=[CH:26][C:11]([NH:10][C:38]([C:33]2[C:32]3[CH:31]=[CH:30][CH:29]=[N:28][C:37]=3[CH:36]=[CH:35][CH:34]=2)=[O:39])=[C:12]([C:13]([NH:15][CH2:16][CH:17]2[CH2:22][CH2:21][CH2:20][CH2:19][CH2:18]2)=[O:14])[CH:23]=1, predict the reactants needed to synthesize it. The reactants are: C(N(C(C)C)CC)(C)C.[NH2:10][C:11]1[CH:26]=[CH:25][C:24]([Cl:27])=[CH:23][C:12]=1[C:13]([NH:15][CH2:16][CH:17]1[CH2:22][CH2:21][CH2:20][CH2:19][CH2:18]1)=[O:14].[N:28]1[C:37]2[CH:36]=[CH:35][CH:34]=[C:33]([C:38](O)=[O:39])[C:32]=2[CH:31]=[CH:30][CH:29]=1.CN(C(ON1N=NC2C=CC=NC1=2)=[N+](C)C)C.F[P-](F)(F)(F)(F)F. (6) Given the product [CH3:1][C:2]1[CH:3]=[N:4][C:5]2[N:6]([N:8]=[C:9]([CH:11]=[O:12])[N:10]=2)[CH:7]=1, predict the reactants needed to synthesize it. The reactants are: [CH3:1][C:2]1[CH:3]=[N:4][C:5]2[N:6]([N:8]=[C:9]([CH2:11][OH:12])[N:10]=2)[CH:7]=1.CC1(C)N([O])C(C)(C)CCC1.C(O)(=O)C.C(O)(=O)C.IC1C=CC=CC=1.COC(C)(C)C. (7) The reactants are: [CH3:1][C:2]1[N:7]=[C:6]([C:8]2[C:9]([C:16]3[CH:17]=[CH:18][C:19]4[N:23]=[CH:22][N:21]([CH2:24][CH2:25][CH2:26][O:27]C5CCCCO5)[C:20]=4[CH:34]=3)=[C:10]3[CH2:15][CH2:14][CH2:13][N:11]3[N:12]=2)[CH:5]=[CH:4][CH:3]=1. Given the product [CH3:1][C:2]1[N:7]=[C:6]([C:8]2[C:9]([C:16]3[CH:17]=[CH:18][C:19]4[N:23]=[CH:22][N:21]([CH2:24][CH2:25][CH2:26][OH:27])[C:20]=4[CH:34]=3)=[C:10]3[CH2:15][CH2:14][CH2:13][N:11]3[N:12]=2)[CH:5]=[CH:4][CH:3]=1, predict the reactants needed to synthesize it. (8) Given the product [CH3:14][C:13]1([CH3:15])[C:12](=[O:16])[C:11]([CH3:17])([CH3:18])[C:10](=[O:19])[CH2:9][C:8]1=[O:7], predict the reactants needed to synthesize it. The reactants are: C(Cl)(=O)C(Cl)=O.[OH:7][C:8]1[C:13]([CH3:15])([CH3:14])[C:12](=[O:16])[C:11]([CH3:18])([CH3:17])[C:10](=[O:19])[C:9]=1C(C1C(C)=NC(C(F)(F)F)=CC=1)=O.C(OCC)(=O)C. (9) Given the product [N:14]1[CH:9]=[CH:10][CH:11]=[CH:12][C:13]=1[C@@:15]12[O:30][CH2:29][O:28][C@@H:16]1[CH2:17][N:18]([C:21]([O:23][C:24]([CH3:25])([CH3:26])[CH3:27])=[O:22])[CH2:19][CH2:20]2, predict the reactants needed to synthesize it. The reactants are: CC(C)CO.[H-].[Na+].Br[C:9]1[N:14]=[C:13]([C@@:15]23[O:30][CH2:29][O:28][C@@H:16]2[CH2:17][N:18]([C:21]([O:23][C:24]([CH3:27])([CH3:26])[CH3:25])=[O:22])[CH2:19][CH2:20]3)[CH:12]=[CH:11][CH:10]=1.O. (10) Given the product [C:1]([OH:9])(=[O:8])[CH:2]([CH2:4][C:5]([OH:7])=[O:6])[OH:3].[C:17]([O-:25])(=[O:24])/[CH:18]=[CH:20]/[C:21]([O-:23])=[O:22], predict the reactants needed to synthesize it. The reactants are: [C:1]([OH:9])(=[O:8])[CH:2]([CH2:4][C:5]([OH:7])=[O:6])[OH:3].C1(=O)OC(=O)C=C1.[C:17]([OH:25])(=[O:24])[C@H:18]([CH2:20][C:21]([OH:23])=[O:22])O.